Dataset: Forward reaction prediction with 1.9M reactions from USPTO patents (1976-2016). Task: Predict the product of the given reaction. (1) Given the reactants [F:1][CH:2]([F:11])[O:3][C:4]1[CH:5]=[C:6]([CH:8]=[CH:9][CH:10]=1)[NH2:7].[I:12]Cl.C([O-])(=O)C.[Na+], predict the reaction product. The product is: [F:1][CH:2]([F:11])[O:3][C:4]1[CH:10]=[CH:9][C:8]([I:12])=[C:6]([CH:5]=1)[NH2:7]. (2) Given the reactants [Br:1][C:2]1[CH:7]=[CH:6][C:5]([C@@H:8]2[CH2:13][C:12](=[O:14])[CH2:11][CH2:10][C@H:9]2[C:15]([O-:17])=[O:16])=[CH:4][CH:3]=1.C1([NH2+]C2CCCCC2)CCCCC1.OS([O-])(=O)=O.[Na+], predict the reaction product. The product is: [Br:1][C:2]1[CH:3]=[CH:4][C:5]([C@@H:8]2[CH2:13][C:12](=[O:14])[CH2:11][CH2:10][C@H:9]2[C:15]([OH:17])=[O:16])=[CH:6][CH:7]=1.